From a dataset of Forward reaction prediction with 1.9M reactions from USPTO patents (1976-2016). Predict the product of the given reaction. (1) The product is: [CH3:1][C:2]1[O:6][N:5]=[C:4]([C:7]2[CH:12]=[CH:11][N:10]=[CH:9][N:8]=2)[C:3]=1[CH2:13][O:14][C:15]1[N:16]=[CH:17][C:18]([C:19]([N:24]2[CH2:29][CH2:28][O:27][CH2:26][CH2:25]2)=[O:21])=[CH:22][CH:23]=1. Given the reactants [CH3:1][C:2]1[O:6][N:5]=[C:4]([C:7]2[CH:12]=[CH:11][N:10]=[CH:9][N:8]=2)[C:3]=1[CH2:13][O:14][C:15]1[CH:23]=[CH:22][C:18]([C:19]([OH:21])=O)=[CH:17][N:16]=1.[NH:24]1[CH2:29][CH2:28][O:27][CH2:26][CH2:25]1, predict the reaction product. (2) Given the reactants [CH2:1]([N:3]([CH3:29])[C:4]([C:6]1[CH:7]=[C:8]([C:18]2[N:23]=[CH:22][C:21]([O:24][CH2:25][C:26]([OH:28])=O)=[CH:20][CH:19]=2)[N:9]([C:11]2[CH:12]=[N:13][C:14]([CH3:17])=[CH:15][CH:16]=2)[N:10]=1)=[O:5])[CH3:2].[NH3:30], predict the reaction product. The product is: [CH2:1]([N:3]([CH3:29])[C:4]([C:6]1[CH:7]=[C:8]([C:18]2[CH:19]=[CH:20][C:21]([O:24][CH2:25][C:26](=[O:28])[NH2:30])=[CH:22][N:23]=2)[N:9]([C:11]2[CH:12]=[N:13][C:14]([CH3:17])=[CH:15][CH:16]=2)[N:10]=1)=[O:5])[CH3:2]. (3) Given the reactants [CH3:1][C:2]1[O:6][N:5]=[C:4]([C:7]2[CH:12]=[CH:11][CH:10]=[CH:9][CH:8]=2)[C:3]=1[C:13]#[C:14][C:15]1[CH:23]=[CH:22][C:18]([C:19](O)=[O:20])=[CH:17][CH:16]=1.[NH2:24][CH:25]1[CH2:30][CH2:29][O:28][CH2:27][CH2:26]1, predict the reaction product. The product is: [CH3:1][C:2]1[O:6][N:5]=[C:4]([C:7]2[CH:12]=[CH:11][CH:10]=[CH:9][CH:8]=2)[C:3]=1[C:13]#[C:14][C:15]1[CH:23]=[CH:22][C:18]([C:19]([NH:24][CH:25]2[CH2:30][CH2:29][O:28][CH2:27][CH2:26]2)=[O:20])=[CH:17][CH:16]=1. (4) Given the reactants [CH3:1][C:2]1[NH:20][C:5]2=[N:6][C:7]([N:14]3[CH2:19][CH2:18][O:17][CH2:16][CH2:15]3)=[CH:8][C:9]([C:10]([O:12][CH3:13])=[O:11])=[C:4]2[N:3]=1.Br[CH2:22][C:23]1[C:32]2[C:27](=[CH:28][CH:29]=[CH:30][CH:31]=2)[CH:26]=[CH:25][CH:24]=1.C([O-])([O-])=O.[Na+].[Na+].O, predict the reaction product. The product is: [CH3:1][C:2]1[N:20]([CH2:22][C:23]2[C:32]3[C:27](=[CH:28][CH:29]=[CH:30][CH:31]=3)[CH:26]=[CH:25][CH:24]=2)[C:5]2=[N:6][C:7]([N:14]3[CH2:15][CH2:16][O:17][CH2:18][CH2:19]3)=[CH:8][C:9]([C:10]([O:12][CH3:13])=[O:11])=[C:4]2[N:3]=1. (5) Given the reactants [NH2:1][C:2]1[S:3][CH:4]=[C:5]([CH2:7][C:8]([OH:10])=[O:9])[N:6]=1.[C:11]([N+:15]#[C-:16])([CH3:14])([CH3:13])[CH3:12].[CH3:17][O:18][C:19]1[CH:26]=[CH:25][CH:24]=[CH:23][C:20]=1[CH:21]=O, predict the reaction product. The product is: [C:11]([NH:15][C:16]1[N:6]2[C:2]([S:3][CH:4]=[C:5]2[CH2:7][C:8]([OH:10])=[O:9])=[N:1][C:21]=1[C:20]1[CH:23]=[CH:24][CH:25]=[CH:26][C:19]=1[O:18][CH3:17])([CH3:14])([CH3:13])[CH3:12].